Dataset: Reaction yield outcomes from USPTO patents with 853,638 reactions. Task: Predict the reaction yield, written as a fraction of the theoretical maximum amount of product (1.0 means a 100% yield; for example, 0.34 means a 34% yield). (1) The reactants are [NH2:1][C:2]1[CH:10]=[CH:9][C:8]([Br:11])=[CH:7][C:3]=1[C:4]([NH2:6])=[O:5].[Si:12]([O:19][CH2:20][CH2:21][O:22][C:23]1[CH:30]=[CH:29][C:26]([CH:27]=O)=[CH:25][C:24]=1[CH3:31])([C:15]([CH3:18])([CH3:17])[CH3:16])([CH3:14])[CH3:13].OS([O-])=O.[Na+].[CH3:37]C1C=CC(S(O)(=O)=O)=CC=1.O. The catalyst is CC(N(C)C)=O.O. The product is [Br:11][C:8]1[CH:7]=[C:3]2[C:2](=[CH:10][CH:9]=1)[N:1]=[C:27]([C:26]1[CH:25]=[C:24]([CH3:31])[C:23]([O:22][CH2:21][CH2:20][OH:19])=[C:30]([CH3:37])[CH:29]=1)[NH:6][C:4]2=[O:5].[Br:11][C:8]1[CH:7]=[C:3]2[C:2](=[CH:10][CH:9]=1)[N:1]=[C:27]([C:26]1[CH:29]=[C:30]([CH3:37])[C:23]([O:22][CH2:21][CH2:20][O:19][Si:12]([C:15]([CH3:18])([CH3:17])[CH3:16])([CH3:14])[CH3:13])=[C:24]([CH3:31])[CH:25]=1)[NH:6][C:4]2=[O:5]. The yield is 0.220. (2) The reactants are [Br:1][C:2]1[CH:3]=[C:4]2[C:8](=[CH:9][CH:10]=1)[NH:7][C:6](=[O:11])[C:5]2=O.[NH:13]1[C:17]([C:18]2[CH:29]=[CH:28][C:21]([O:22][CH2:23][C:24]([NH:26][NH2:27])=[O:25])=[CH:20][CH:19]=2)=[N:16][N:15]=[N:14]1. The catalyst is C(O)(=O)C. The product is [Br:1][C:2]1[CH:3]=[C:4]2[C:8](=[CH:9][CH:10]=1)[NH:7][C:6](=[O:11])[C:5]2=[N:27][NH:26][C:24](=[O:25])[CH2:23][O:22][C:21]1[CH:28]=[CH:29][C:18]([C:17]2[NH:16][N:15]=[N:14][N:13]=2)=[CH:19][CH:20]=1. The yield is 0.680. (3) The reactants are CC(C[AlH]CC(C)C)C.[CH3:10][O:11][C:12]1[C:16]([C:17](OCC)=[O:18])=[CH:15][N:14]([C:22]2[CH:27]=[N:26][C:25]([C:28]([F:31])([F:30])[F:29])=[CH:24][N:23]=2)[N:13]=1. The catalyst is ClCCl. The product is [CH3:10][O:11][C:12]1[C:16]([CH2:17][OH:18])=[CH:15][N:14]([C:22]2[CH:27]=[N:26][C:25]([C:28]([F:31])([F:29])[F:30])=[CH:24][N:23]=2)[N:13]=1. The yield is 0.730. (4) The reactants are [NH2:1][C:2]1[CH:9]=[CH:8][C:5]([CH:6]=O)=[CH:4][CH:3]=1.[CH3:10][S:11]([CH2:14][C:15]#[N:16])(=[O:13])=[O:12].C(NCC)C.C(O)(=O)C. The product is [NH2:1][C:2]1[CH:9]=[CH:8][C:5]([CH:6]=[C:14]([S:11]([CH3:10])(=[O:13])=[O:12])[C:15]#[N:16])=[CH:4][CH:3]=1. The yield is 0.520. The catalyst is C(O)C. (5) The reactants are [CH3:1][C:2]1[C:7]([CH3:8])=[CH:6][C:5]([CH3:9])=[CH:4][C:3]=1[OH:10].Br[CH2:12][C:13]([C:15]1[CH:20]=[CH:19][CH:18]=[C:17]([Br:21])[CH:16]=1)=[O:14]. No catalyst specified. The product is [Br:21][C:17]1[CH:16]=[C:15]([C:13](=[O:14])[CH2:12][O:10][C:3]2[CH:4]=[C:5]([CH3:9])[CH:6]=[C:7]([CH3:8])[C:2]=2[CH3:1])[CH:20]=[CH:19][CH:18]=1. The yield is 0.520.